From a dataset of Full USPTO retrosynthesis dataset with 1.9M reactions from patents (1976-2016). Predict the reactants needed to synthesize the given product. (1) Given the product [CH3:38][CH:39]([CH3:46])[CH2:40][CH2:41][S:42]([O:30][C:27]1[CH:26]=[CH:25][C:24]([N:10]2[C:11]([CH3:23])=[C:12]([C:14]([NH:16][N:17]3[CH2:22][CH2:21][CH2:20][CH2:19][CH2:18]3)=[O:15])[N:13]=[C:9]2[C:3]2[CH:4]=[CH:5][C:6]([Cl:8])=[CH:7][C:2]=2[Cl:1])=[CH:29][CH:28]=1)(=[O:44])=[O:43], predict the reactants needed to synthesize it. The reactants are: [Cl:1][C:2]1[CH:7]=[C:6]([Cl:8])[CH:5]=[CH:4][C:3]=1[C:9]1[N:10]([C:24]2[CH:29]=[CH:28][C:27]([OH:30])=[CH:26][CH:25]=2)[C:11]([CH3:23])=[C:12]([C:14]([NH:16][N:17]2[CH2:22][CH2:21][CH2:20][CH2:19][CH2:18]2)=[O:15])[N:13]=1.C(N(CC)CC)C.[CH3:38][CH:39]([CH3:46])[CH2:40][CH2:41][S:42](Cl)(=[O:44])=[O:43].O. (2) The reactants are: [O:1]=[C:2]1[NH:6][CH2:5][CH2:4][N:3]1[C:7]1[CH:8]=[C:9]([CH:12]=[CH:13][CH:14]=1)[C:10]#[N:11].[ClH:15]. Given the product [ClH:15].[NH2:11][CH2:10][C:9]1[CH:8]=[C:7]([N:3]2[CH2:4][CH2:5][NH:6][C:2]2=[O:1])[CH:14]=[CH:13][CH:12]=1, predict the reactants needed to synthesize it. (3) The reactants are: [N+:1]([C:4]1[CH:5]=[N:6][NH:7][CH:8]=1)([O-:3])=[O:2].[CH3:9][N:10]1[CH:14]2[CH2:15][CH:16](O)[CH2:17][CH:11]1[CH2:12][CH2:13]2.C1(P(C2C=CC=CC=2)C2C=CC=CC=2)C=CC=CC=1.N(C(OC(C)(C)C)=O)=NC(OC(C)(C)C)=O. Given the product [CH3:9][N:10]1[CH:14]2[CH2:13][CH2:12][CH:11]1[CH2:17][CH:16]([N:6]1[CH:5]=[C:4]([N+:1]([O-:3])=[O:2])[CH:8]=[N:7]1)[CH2:15]2, predict the reactants needed to synthesize it.